Dataset: Full USPTO retrosynthesis dataset with 1.9M reactions from patents (1976-2016). Task: Predict the reactants needed to synthesize the given product. (1) Given the product [CH3:21][O:1][C:2]([C:8]1[CH:13]=[CH:12][C:11]([O:14][C:15]2[CH:20]=[CH:19][CH:18]=[CH:17][CH:16]=2)=[CH:10][CH:9]=1)=[C:3]([C:4]#[N:5])[C:6]#[N:7], predict the reactants needed to synthesize it. The reactants are: [OH:1][C:2]([C:8]1[CH:13]=[CH:12][C:11]([O:14][C:15]2[CH:20]=[CH:19][CH:18]=[CH:17][CH:16]=2)=[CH:10][CH:9]=1)=[C:3]([C:6]#[N:7])[C:4]#[N:5].[CH:21](OC)(OC)OC. (2) Given the product [CH2:25]([O:24][C:22](=[O:23])[C:21](=[P:7]([C:1]1[CH:2]=[CH:3][CH:4]=[CH:5][CH:6]=1)([C:8]1[CH:13]=[CH:12][CH:11]=[CH:10][CH:9]=1)[C:14]1[CH:15]=[CH:16][CH:17]=[CH:18][CH:19]=1)[CH3:27])[CH3:26], predict the reactants needed to synthesize it. The reactants are: [C:1]1([P:7]([C:14]2[CH:19]=[CH:18][CH:17]=[CH:16][CH:15]=2)[C:8]2[CH:13]=[CH:12][CH:11]=[CH:10][CH:9]=2)[CH:6]=[CH:5][CH:4]=[CH:3][CH:2]=1.Br[CH:21]([CH3:27])[C:22]([O:24][CH2:25][CH3:26])=[O:23]. (3) The reactants are: [CH3:1][OH:2].C[C:4](C)([O-:6])C.[K+].[Cl:9][C:10]1[CH:11]=[C:12]([NH:17][C:18]2[C:27]3[C:22](=[CH:23][C:24](F)=[CH:25][C:26]=3F)[N:21]=[CH:20][N:19]=2)[CH:13]=[CH:14][C:15]=1[F:16]. Given the product [Cl:9][C:10]1[CH:11]=[C:12]([NH:17][C:18]2[C:27]3[C:22](=[CH:23][C:24]([O:6][CH3:4])=[CH:25][C:26]=3[O:2][CH3:1])[N:21]=[CH:20][N:19]=2)[CH:13]=[CH:14][C:15]=1[F:16], predict the reactants needed to synthesize it.